From a dataset of Retrosynthesis with 50K atom-mapped reactions and 10 reaction types from USPTO. Predict the reactants needed to synthesize the given product. (1) The reactants are: CC#CCBr.Cn1c(=O)c2[nH]c(N3CCC[C@H](NC(=O)OC(C)(C)C)C3)c(C#N)c2n(C)c1=O. Given the product CC#CCn1c(N2CCC[C@H](NC(=O)OC(C)(C)C)C2)c(C#N)c2c1c(=O)n(C)c(=O)n2C, predict the reactants needed to synthesize it. (2) Given the product Cc1ccc(C=Cc2ccccc2)cc1[N+](=O)[O-], predict the reactants needed to synthesize it. The reactants are: C=Cc1ccccc1.Cc1ccc(Br)cc1[N+](=O)[O-]. (3) Given the product CC(C)Cn1c(=O)n(C)c(=O)c2c(SC(C)C)c(C(=O)c3nc4ccccc4n3C)sc21, predict the reactants needed to synthesize it. The reactants are: CC(C)Cn1c(=O)n(C)c(=O)c2c(Br)c(C(=O)c3nc4ccccc4n3C)sc21.CC(C)S. (4) Given the product CNC(=O)[C@H](Cc1ccccc1)NC(=O)CN, predict the reactants needed to synthesize it. The reactants are: CNC(=O)[C@H](Cc1ccccc1)NC(=O)CNC(=O)OC(C)(C)C. (5) Given the product CON(C)C(=O)c1ccc(Cl)c(Br)c1, predict the reactants needed to synthesize it. The reactants are: CNOC.O=C(O)c1ccc(Cl)c(Br)c1. (6) Given the product CC(=O)Nc1ccc(Cl)c(COc2cccn3c(Br)c(C)nc23)c1Cl, predict the reactants needed to synthesize it. The reactants are: CC(=O)OC(C)=O.Cc1nc2c(OCc3c(Cl)ccc(N)c3Cl)cccn2c1Br. (7) Given the product Cc1ccc(Oc2ccc(Nc3ncnc4[nH]nc(OCCN5CC[C@@H](O)C5)c34)cc2C)cn1, predict the reactants needed to synthesize it. The reactants are: Cc1ccc(Oc2ccc(Nc3ncnc4[nH]nc(OCCCl)c34)cc2C)cn1.O[C@@H]1CCNC1. (8) Given the product COC(=O)C(C(=O)O)C(c1ccccc1)c1cc2cc(Br)ccc2nc1OC, predict the reactants needed to synthesize it. The reactants are: COC(=O)C(C(=O)OC)C(c1ccccc1)c1cc2cc(Br)ccc2nc1OC.